This data is from Full USPTO retrosynthesis dataset with 1.9M reactions from patents (1976-2016). The task is: Predict the reactants needed to synthesize the given product. (1) Given the product [F:16][C:11]1[CH:12]=[CH:13][CH:14]=[CH:15][C:10]=1[CH2:9][C:8]1[C:7]2[C:2](=[N:3][CH:4]=[CH:5][CH:6]=2)[NH:20][N:19]=1, predict the reactants needed to synthesize it. The reactants are: Cl[C:2]1[C:7]([C:8](=O)[CH2:9][C:10]2[CH:15]=[CH:14][CH:13]=[CH:12][C:11]=2[F:16])=[CH:6][CH:5]=[CH:4][N:3]=1.O.[NH2:19][NH2:20]. (2) Given the product [C:10]([C:8]1[CH:7]=[C:5]([CH:4]=[C:3]([O:2][CH3:1])[CH:9]=1)[NH2:6])#[CH:11], predict the reactants needed to synthesize it. The reactants are: [CH3:1][O:2][C:3]1[CH:4]=[C:5]([CH:7]=[C:8]([C:10]#[C:11][Si](C(C)C)(C(C)C)C(C)C)[CH:9]=1)[NH2:6].CCCC[N+](CCCC)(CCCC)CCCC.[F-]. (3) The reactants are: [C:1]([C:5]1[CH:10]=[CH:9][C:8]([C:11]2[N:12]([C:32](Cl)=[O:33])[C@H:13]([C:24]3[CH:29]=[CH:28][C:27]([C:30]#[CH:31])=[CH:26][CH:25]=3)[C@H:14]([C:16]3[CH:21]=[CH:20][C:19]([C:22]#[CH:23])=[CH:18][CH:17]=3)[N:15]=2)=[C:7]([O:35][CH2:36][CH3:37])[CH:6]=1)([CH3:4])([CH3:3])[CH3:2].[NH:38]1[CH2:43][CH2:42][NH:41][CH2:40][C:39]1=[O:44]. Given the product [C:1]([C:5]1[CH:10]=[CH:9][C:8]([C:11]2[N:12]([C:32]([N:41]3[CH2:42][CH2:43][NH:38][C:39](=[O:44])[CH2:40]3)=[O:33])[C@H:13]([C:24]3[CH:29]=[CH:28][C:27]([C:30]#[CH:31])=[CH:26][CH:25]=3)[C@H:14]([C:16]3[CH:21]=[CH:20][C:19]([C:22]#[CH:23])=[CH:18][CH:17]=3)[N:15]=2)=[C:7]([O:35][CH2:36][CH3:37])[CH:6]=1)([CH3:4])([CH3:3])[CH3:2], predict the reactants needed to synthesize it. (4) Given the product [Cl:22][C:13]1[CH:14]=[CH:15][CH:16]=[C:17]([C:18]([F:19])([F:20])[F:21])[C:12]=1[C:11]([N:8]1[C:9]2[C:5](=[CH:4][CH:3]=[C:2]([B:38]3[O:39][C:40]([CH3:42])([CH3:41])[C:36]([CH3:52])([CH3:35])[O:37]3)[CH:10]=2)[C:6]([C:24]2[CH:33]=[CH:32][C:27]([C:28]([O:30][CH3:31])=[O:29])=[CH:26][C:25]=2[F:34])=[N:7]1)=[O:23], predict the reactants needed to synthesize it. The reactants are: Br[C:2]1[CH:10]=[C:9]2[C:5]([C:6]([C:24]3[CH:33]=[CH:32][C:27]([C:28]([O:30][CH3:31])=[O:29])=[CH:26][C:25]=3[F:34])=[N:7][N:8]2[C:11](=[O:23])[C:12]2[C:17]([C:18]([F:21])([F:20])[F:19])=[CH:16][CH:15]=[CH:14][C:13]=2[Cl:22])=[CH:4][CH:3]=1.[CH3:35][C:36]1([CH3:52])[C:40]([CH3:42])([CH3:41])[O:39][B:38]([B:38]2[O:39][C:40]([CH3:42])([CH3:41])[C:36]([CH3:52])([CH3:35])[O:37]2)[O:37]1.CC([O-])=O.[K+].